This data is from NCI-60 drug combinations with 297,098 pairs across 59 cell lines. The task is: Regression. Given two drug SMILES strings and cell line genomic features, predict the synergy score measuring deviation from expected non-interaction effect. (1) Drug 1: CC1CCC2CC(C(=CC=CC=CC(CC(C(=O)C(C(C(=CC(C(=O)CC(OC(=O)C3CCCCN3C(=O)C(=O)C1(O2)O)C(C)CC4CCC(C(C4)OC)O)C)C)O)OC)C)C)C)OC. Drug 2: CC(C)(C#N)C1=CC(=CC(=C1)CN2C=NC=N2)C(C)(C)C#N. Cell line: HL-60(TB). Synergy scores: CSS=33.2, Synergy_ZIP=-3.66, Synergy_Bliss=-4.98, Synergy_Loewe=-5.81, Synergy_HSA=-0.787. (2) Drug 1: CC1=C2C(C(=O)C3(C(CC4C(C3C(C(C2(C)C)(CC1OC(=O)C(C(C5=CC=CC=C5)NC(=O)OC(C)(C)C)O)O)OC(=O)C6=CC=CC=C6)(CO4)OC(=O)C)OC)C)OC. Drug 2: C(=O)(N)NO. Cell line: PC-3. Synergy scores: CSS=34.3, Synergy_ZIP=-3.43, Synergy_Bliss=-3.98, Synergy_Loewe=-25.8, Synergy_HSA=-1.69. (3) Drug 1: C1=C(C(=O)NC(=O)N1)F. Drug 2: C1CC(=O)NC(=O)C1N2C(=O)C3=CC=CC=C3C2=O. Cell line: T-47D. Synergy scores: CSS=34.6, Synergy_ZIP=-0.0629, Synergy_Bliss=-0.144, Synergy_Loewe=-2.38, Synergy_HSA=0.707. (4) Drug 1: CNC(=O)C1=CC=CC=C1SC2=CC3=C(C=C2)C(=NN3)C=CC4=CC=CC=N4. Drug 2: CCC1(C2=C(COC1=O)C(=O)N3CC4=CC5=C(C=CC(=C5CN(C)C)O)N=C4C3=C2)O.Cl. Cell line: SN12C. Synergy scores: CSS=38.0, Synergy_ZIP=-9.65, Synergy_Bliss=-0.457, Synergy_Loewe=-24.7, Synergy_HSA=0.905.